Dataset: Peptide-MHC class II binding affinity with 134,281 pairs from IEDB. Task: Regression. Given a peptide amino acid sequence and an MHC pseudo amino acid sequence, predict their binding affinity value. This is MHC class II binding data. The peptide sequence is TLKYPIEHGIVTNWDD. The MHC is DRB1_1101 with pseudo-sequence DRB1_1101. The binding affinity (normalized) is 0.